This data is from CYP1A2 inhibition data for predicting drug metabolism from PubChem BioAssay. The task is: Regression/Classification. Given a drug SMILES string, predict its absorption, distribution, metabolism, or excretion properties. Task type varies by dataset: regression for continuous measurements (e.g., permeability, clearance, half-life) or binary classification for categorical outcomes (e.g., BBB penetration, CYP inhibition). Dataset: cyp1a2_veith. (1) The compound is CCCC[C@@H]1C[C@H]1C(NC(=O)c1ccccc1)c1ccc(Cl)cc1. The result is 1 (inhibitor). (2) The molecule is NC(=O)NC(=O)Nc1ccccc1Cl. The result is 1 (inhibitor). (3) The compound is COc1ccc(C(=O)Nc2cc3c(cc2OC)CCCC3)cc1Br. The result is 1 (inhibitor). (4) The compound is OC[C@@H](O)CSc1ncnc2nc[nH]c12. The result is 0 (non-inhibitor).